This data is from Forward reaction prediction with 1.9M reactions from USPTO patents (1976-2016). The task is: Predict the product of the given reaction. Given the reactants ClC1[C:3]([C:19]#[N:20])=[N:4][CH:5]=[C:6]([C:8]#[C:9][C:10]2[CH:15]=[CH:14][C:13](OC)=[CH:12][C:11]=2C)C=1.[Si](OCC1C=CC(B2OC(C)(C)C(C)(C)O2)=C([NH:36]C(=O)OC(C)(C)C)C=1)(C(C)(C)C)(C)C.[O-]P([O-])([O-])=O.[K+].[K+].[K+].C1(P(C2CCCCC2)C2C=CC=CC=2C2C(OC)=CC=CC=2OC)CCCCC1, predict the reaction product. The product is: [CH:8]1[C:9]2[C:3](=[C:19]([NH2:20])[N:36]=[C:11]3[CH:12]=[CH:13][CH:14]=[CH:15][C:10]3=2)[N:4]=[CH:5][CH:6]=1.